From a dataset of Forward reaction prediction with 1.9M reactions from USPTO patents (1976-2016). Predict the product of the given reaction. (1) Given the reactants [C:1]1([OH:8])[C:5](=[O:6])[C:3](=[O:4])[C:2]=1[OH:7].[CH2:9](O)[CH2:10][CH2:11][CH3:12], predict the reaction product. The product is: [CH3:9][CH2:10][CH2:11][CH2:12][O:4][C:3]1[C:2](=[O:7])[C:1](=[O:8])[C:5]=1[O:6][CH2:5][CH2:1][CH2:2][CH3:3]. (2) Given the reactants [CH3:1][C:2]1[N:6]=[C:5]([C:7]2[CH:12]=[CH:11][CH:10]=[CH:9][C:8]=2[C:13]2[CH:14]=[C:15]3[C:20](=[CH:21][CH:22]=2)[C@H:19]([NH:23]C(=O)OC(C)(C)C)[CH2:18][CH2:17][CH2:16]3)[O:4][N:3]=1.Cl, predict the reaction product. The product is: [CH3:1][C:2]1[N:6]=[C:5]([C:7]2[CH:12]=[CH:11][CH:10]=[CH:9][C:8]=2[C:13]2[CH:14]=[C:15]3[C:20](=[CH:21][CH:22]=2)[C@H:19]([NH2:23])[CH2:18][CH2:17][CH2:16]3)[O:4][N:3]=1. (3) Given the reactants [CH2:1]([O:3][C:4](=[O:12])[C:5]1[CH:10]=[CH:9][C:8](Cl)=[N:7][CH:6]=1)[CH3:2].[NH2:13][C:14]1[CH:19]=[CH:18][CH:17]=[CH:16][CH:15]=1, predict the reaction product. The product is: [CH2:1]([O:3][C:4](=[O:12])[C:5]1[CH:10]=[CH:9][C:8]([NH:13][C:14]2[CH:19]=[CH:18][CH:17]=[CH:16][CH:15]=2)=[N:7][CH:6]=1)[CH3:2]. (4) Given the reactants [C:1]([C:3]1[CH:4]=[N:5][CH:6]=[C:7]([O:9][CH3:10])[CH:8]=1)#[CH:2].[F:11][C:12]1[CH:19]=[CH:18][C:17](I)=[CH:16][C:13]=1[C:14]#[N:15].C(N(CC)CC)C, predict the reaction product. The product is: [F:11][C:12]1[CH:19]=[CH:18][C:17]([C:2]#[C:1][C:3]2[CH:4]=[N:5][CH:6]=[C:7]([O:9][CH3:10])[CH:8]=2)=[CH:16][C:13]=1[C:14]#[N:15]. (5) The product is: [S:15]1[C:19]2[CH:20]=[CH:21][CH:22]=[CH:23][C:18]=2[N:17]=[C:16]1[NH:24][C@H:25]1[CH2:26][C@H:27]([NH:29][C:10](=[O:12])[C:9]([C:8]2[C:3]([Cl:2])=[N:4][CH:5]=[CH:6][CH:7]=2)([CH3:14])[CH3:13])[CH2:28]1. Given the reactants Cl.[Cl:2][C:3]1[C:8]([C:9]([CH3:14])([CH3:13])[C:10]([OH:12])=O)=[CH:7][CH:6]=[CH:5][N:4]=1.[S:15]1[C:19]2[CH:20]=[CH:21][CH:22]=[CH:23][C:18]=2[N:17]=[C:16]1[NH:24][C@H:25]1[CH2:28][C@H:27]([NH2:29])[CH2:26]1.CN(C(ON1N=NC2C=CC=CC1=2)=[N+](C)C)C.F[P-](F)(F)(F)(F)F.C(N(CC)CC)C, predict the reaction product. (6) Given the reactants C(OC([NH:8][C@@H:9]1[C@H:14]([NH:15][C:16]2[N:21]=[C:20]([C:22]3[S:23][CH:24]=[CH:25][CH:26]=3)[C:19]3[C:27](=[O:37])[N:28](C(OC(C)(C)C)=O)[CH2:29][C:18]=3[C:17]=2[F:38])[CH2:13][CH2:12][O:11][CH2:10]1)=O)(C)(C)C, predict the reaction product. The product is: [NH2:8][C@@H:9]1[C@H:14]([NH:15][C:16]2[N:21]=[C:20]([C:22]3[S:23][CH:24]=[CH:25][CH:26]=3)[C:19]3[C:27](=[O:37])[NH:28][CH2:29][C:18]=3[C:17]=2[F:38])[CH2:13][CH2:12][O:11][CH2:10]1. (7) Given the reactants [F:1][C:2]1[CH:7]=[C:6]([I:8])[CH:5]=[CH:4][C:3]=1[NH:9][C:10]1[C:14]2[CH:15]=[N:16][CH:17]=[CH:18][C:13]=2[O:12][C:11]=1[C:19]([O:21]CC)=O.[OH-].[Na+].Cl.C1(C[NH:31][OH:32])CC1.C1C=[CH:35][C:36]2N(O)N=N[C:37]=2[CH:38]=1.CCN(C(C)C)C(C)C, predict the reaction product. The product is: [CH:36]1([CH2:35][O:32][NH:31][C:19]([C:11]2[O:12][C:13]3[CH:18]=[CH:17][N:16]=[CH:15][C:14]=3[C:10]=2[NH:9][C:3]2[CH:4]=[CH:5][C:6]([I:8])=[CH:7][C:2]=2[F:1])=[O:21])[CH2:37][CH2:38]1. (8) Given the reactants [NH2:1][C:2]1[N:7]=[C:6]([N:8]2[C:21]3[C:16](=[CH:17][CH:18]=[C:19]([C:22]#[C:23][C:24]([C:27]4[S:28][CH:29]=[CH:30][N:31]=4)([OH:26])[CH3:25])[CH:20]=3)[C:10]3([CH2:15][CH2:14][O:13][CH2:12][CH2:11]3)[CH2:9]2)[C:5]([Cl:32])=[CH:4][N:3]=1, predict the reaction product. The product is: [NH2:1][C:2]1[N:7]=[C:6]([N:8]2[C:21]3[C:16](=[CH:17][CH:18]=[C:19]([C:22]#[C:23][C@@:24]([C:27]4[S:28][CH:29]=[CH:30][N:31]=4)([OH:26])[CH3:25])[CH:20]=3)[C:10]3([CH2:15][CH2:14][O:13][CH2:12][CH2:11]3)[CH2:9]2)[C:5]([Cl:32])=[CH:4][N:3]=1.